This data is from M1 muscarinic receptor antagonist screen with 61,756 compounds. The task is: Binary Classification. Given a drug SMILES string, predict its activity (active/inactive) in a high-throughput screening assay against a specified biological target. (1) The molecule is O(C1CCCCC1)C(=O)c1ccc(NC(=O)CCC(O)=O)cc1. The result is 0 (inactive). (2) The drug is O(CC(=O)Nc1ccc(c2nc3n(c2)cccn3)cc1)CC. The result is 0 (inactive). (3) The result is 0 (inactive). The compound is s1c2c(CCC2)c2c(N3CCN(CC3)c3ccc(O)cc3)ncnc12. (4) The compound is O=C(N1CCN(CC1)C(=O)c1occc1)c1ccncc1. The result is 0 (inactive). (5) The drug is S(c1n(CCc2ccccc2)c(nn1)c1cccnc1)CC(=O)Nc1sc(nn1)CC. The result is 0 (inactive).